From a dataset of Catalyst prediction with 721,799 reactions and 888 catalyst types from USPTO. Predict which catalyst facilitates the given reaction. Reactant: [N-:1]=[N+:2]=[N-:3].[Na+].Br[CH2:6][CH:7]1[CH2:12][CH2:11][CH2:10][CH2:9][O:8]1. Product: [N:1]([CH2:6][CH:7]1[CH2:12][CH2:11][CH2:10][CH2:9][O:8]1)=[N+:2]=[N-:3]. The catalyst class is: 16.